Dataset: Experimentally validated miRNA-target interactions with 360,000+ pairs, plus equal number of negative samples. Task: Binary Classification. Given a miRNA mature sequence and a target amino acid sequence, predict their likelihood of interaction. The miRNA is mmu-miR-669o-5p with sequence UAGUUGUGUGUGCAUGUUUAUGU. The protein sequence of the target gene is MLLLWLLLLLLLLVPLLAILWQQRSRGARPCWLISLQHRVAWGMLGWAAAWQQWRLDRSTLNVGQSQQQALMWCLKKAQGSCCLPREDTDMRTFRNHLPLTQTSHTQEQESEETLPSPASPQYHGDASLQATLLGLITLNKAYPEALAPGSTACVTPTSPWPCSVPWLGHALGRVSPDGAKDPRTLLLEALISPGLRVLEARTAVELLDVFVGLEADGEELAEAIAAGILGTLLPKRAAELKEALEQGPRGLARRLWPKLQVVVTLDSGGQAEAVAALRVLWCQGLAFFSPAYAASGGVV.... Result: 1 (interaction).